Dataset: Forward reaction prediction with 1.9M reactions from USPTO patents (1976-2016). Task: Predict the product of the given reaction. Given the reactants [Cl:1][C:2]1[CH:3]=[C:4]([C:10]([C:33]([F:36])([F:35])[F:34])=[CH:11][C:12]([C:14]2[CH:15]=[C:16]3[C:20](=[CH:21][CH:22]=2)[C:19]2([CH2:25][N:24]([C:26]([O:28][C:29]([CH3:32])([CH3:31])[CH3:30])=[O:27])[CH2:23]2)[O:18][CH2:17]3)=[O:13])[CH:5]=[C:6]([Cl:9])[C:7]=1[F:8].[C:37](O)(=[S:39])[CH3:38], predict the reaction product. The product is: [Cl:1][C:2]1[CH:3]=[C:4]([C:10]([C:37](=[S:39])[CH3:38])([C:33]([F:35])([F:34])[F:36])[CH2:11][C:12]([C:14]2[CH:15]=[C:16]3[C:20](=[CH:21][CH:22]=2)[C:19]2([CH2:25][N:24]([C:26]([O:28][C:29]([CH3:32])([CH3:30])[CH3:31])=[O:27])[CH2:23]2)[O:18][CH2:17]3)=[O:13])[CH:5]=[C:6]([Cl:9])[C:7]=1[F:8].